This data is from Full USPTO retrosynthesis dataset with 1.9M reactions from patents (1976-2016). The task is: Predict the reactants needed to synthesize the given product. (1) Given the product [N:27]1([C:32]([O:16][CH:15]([C:17]2[CH:18]=[CH:19][N:20]=[CH:21][CH:22]=2)[CH2:14][N:6]2[C:7]3[CH:8]=[CH:9][C:10]([CH3:13])=[CH:11][C:12]=3[C:4]3[CH2:3][N:2]([CH3:1])[CH2:24][CH2:23][C:5]2=3)=[O:33])[CH2:31][CH2:30][CH2:29][CH2:28]1, predict the reactants needed to synthesize it. The reactants are: [CH3:1][N:2]1[CH2:24][CH2:23][C:5]2[N:6]([CH2:14][CH:15]([C:17]3[CH:22]=[CH:21][N:20]=[CH:19][CH:18]=3)[OH:16])[C:7]3[CH:8]=[CH:9][C:10]([CH3:13])=[CH:11][C:12]=3[C:4]=2[CH2:3]1.[H-].[Na+].[N:27]1([C:32](Cl)=[O:33])[CH2:31][CH2:30][CH2:29][CH2:28]1. (2) Given the product [CH3:1][O:2][C:3]1[CH:15]=[C:14]([O:16][CH3:17])[CH:13]=[CH:12][C:4]=1[CH2:5][N:6]([C:7]1[S:11][N:10]=[CH:9][N:8]=1)[S:36]([C:20]1[CH:21]=[C:22]2[C:26](=[CH:27][C:19]=1[F:18])[N:25]([CH2:28][C:29]1[CH:34]=[CH:33][CH:32]=[CH:31][C:30]=1[I:35])[N:24]=[CH:23]2)(=[O:37])=[O:38], predict the reactants needed to synthesize it. The reactants are: [CH3:1][O:2][C:3]1[CH:15]=[C:14]([O:16][CH3:17])[CH:13]=[CH:12][C:4]=1[CH2:5][NH:6][C:7]1[S:11][N:10]=[CH:9][N:8]=1.[F:18][C:19]1[CH:27]=[C:26]2[C:22]([CH:23]=[N:24][N:25]2[CH2:28][C:29]2[CH:34]=[CH:33][CH:32]=[CH:31][C:30]=2[I:35])=[CH:21][C:20]=1[S:36](Cl)(=[O:38])=[O:37]. (3) Given the product [C:1]([O:5][C:6](=[O:17])[NH:7][C:8]1[CH:13]=[C:12]([CH3:14])[C:11]([Cl:15])=[CH:10][C:9]=1[NH:16][C:23](=[O:22])[CH2:24][C:25]([C:27]1[CH:32]=[CH:31][CH:30]=[C:29]([C:33]2[CH:38]=[N:37][CH:36]=[C:35]([CH3:39])[N:34]=2)[CH:28]=1)=[O:26])([CH3:4])([CH3:2])[CH3:3], predict the reactants needed to synthesize it. The reactants are: [C:1]([O:5][C:6](=[O:17])[NH:7][C:8]1[CH:13]=[C:12]([CH3:14])[C:11]([Cl:15])=[CH:10][C:9]=1[NH2:16])([CH3:4])([CH3:3])[CH3:2].C([O:22][C:23](=O)[CH2:24][C:25]([C:27]1[CH:32]=[CH:31][CH:30]=[C:29]([C:33]2[CH:38]=[N:37][CH:36]=[C:35]([CH3:39])[N:34]=2)[CH:28]=1)=[O:26])(C)(C)C. (4) Given the product [C:25]([C@H:17]([NH:16][C:2]1[C:11]([C:12]([OH:14])=[O:13])=[CH:10][C:9]2[C:4](=[CH:5][CH:6]=[C:7]([Cl:15])[CH:8]=2)[N:3]=1)[CH2:18][C:19]1[CH:24]=[CH:23][CH:22]=[CH:21][CH:20]=1)([OH:27])=[O:26], predict the reactants needed to synthesize it. The reactants are: Cl[C:2]1[C:11]([C:12]([OH:14])=[O:13])=[CH:10][C:9]2[C:4](=[CH:5][CH:6]=[C:7]([Cl:15])[CH:8]=2)[N:3]=1.[NH2:16][C@@H:17]([C:25]([OH:27])=[O:26])[CH2:18][C:19]1[CH:24]=[CH:23][CH:22]=[CH:21][CH:20]=1. (5) Given the product [CH3:32][S:33]([O:22][CH2:21][C:18]1[CH:17]=[CH:16][C:15]([C:3]2[CH:4]=[CH:5][C:6]3[N:7]([CH2:11][CH:12]4[CH2:14][CH2:13]4)[N:8]=[N:9][C:10]=3[C:2]=2[Cl:1])=[CH:20][CH:19]=1)(=[O:35])=[O:34], predict the reactants needed to synthesize it. The reactants are: [Cl:1][C:2]1[C:10]2[N:9]=[N:8][N:7]([CH2:11][CH:12]3[CH2:14][CH2:13]3)[C:6]=2[CH:5]=[CH:4][C:3]=1[C:15]1[CH:20]=[CH:19][C:18]([CH2:21][OH:22])=[CH:17][CH:16]=1.C(N(CC)C(C)C)(C)C.[CH3:32][S:33](Cl)(=[O:35])=[O:34].[Cl-].[NH4+].